This data is from Full USPTO retrosynthesis dataset with 1.9M reactions from patents (1976-2016). The task is: Predict the reactants needed to synthesize the given product. (1) Given the product [N:1]1[CH:6]=[CH:5][CH:4]=[CH:3][C:2]=1[CH3:7].[S:9](=[O:12])(=[O:11])=[O:10], predict the reactants needed to synthesize it. The reactants are: [N:1]1[CH:6]=[CH:5][CH:4]=[CH:3][C:2]=1[CH3:7].Cl[S:9]([OH:12])(=[O:11])=[O:10]. (2) Given the product [C:11]([O:10][C:8]([N:5]1[CH2:4][CH2:3][CH:2]([O:1][C:18]2[C:23]([C:24]3[CH:29]=[CH:28][CH:27]=[CH:26][CH:25]=3)=[N:22][N:21]([CH2:30][C:31]3[CH:36]=[CH:35][C:34]([O:37][CH3:38])=[CH:33][CH:32]=3)[C:20](=[O:39])[CH:19]=2)[CH2:7][CH2:6]1)=[O:9])([CH3:14])([CH3:13])[CH3:12], predict the reactants needed to synthesize it. The reactants are: [OH:1][CH:2]1[CH2:7][CH2:6][N:5]([C:8]([O:10][C:11]([CH3:14])([CH3:13])[CH3:12])=[O:9])[CH2:4][CH2:3]1.[H-].[Na+].Cl[C:18]1[C:23]([C:24]2[CH:29]=[CH:28][CH:27]=[CH:26][CH:25]=2)=[N:22][N:21]([CH2:30][C:31]2[CH:36]=[CH:35][C:34]([O:37][CH3:38])=[CH:33][CH:32]=2)[C:20](=[O:39])[CH:19]=1.CCOC(C)=O. (3) Given the product [C:49]([C:51]1[CH:52]=[C:53]([C:58]2[CH:63]=[CH:62][CH:61]=[C:60]([NH:64][C:22]([C:17]3[C:18](=[O:21])[O:19][C:20]4[C:15]([CH:16]=3)=[CH:14][CH:13]=[CH:12][C:11]=4[OH:10])=[O:24])[CH:59]=2)[CH:54]=[CH:55][C:56]=1[F:57])#[N:50], predict the reactants needed to synthesize it. The reactants are: CCN(C(C)C)C(C)C.[OH:10][C:11]1[CH:12]=[CH:13][CH:14]=[C:15]2[C:20]=1[O:19][C:18](=[O:21])[C:17]([C:22]([OH:24])=O)=[CH:16]2.CN(C(ON1N=NC2C=CC=NC1=2)=[N+](C)C)C.F[P-](F)(F)(F)(F)F.[C:49]([C:51]1[CH:52]=[C:53]([C:58]2[CH:63]=[CH:62][CH:61]=[C:60]([NH2:64])[CH:59]=2)[CH:54]=[CH:55][C:56]=1[F:57])#[N:50]. (4) The reactants are: [O:1]1CCCO[CH:2]1[C:7]1[CH:12]=[CH:11][C:10]([C:13]2[S:14][C:15]3[CH:21]=[C:20]([C:22]4([C:25]5[CH:30]=[CH:29][CH:28]=[CH:27][N:26]=5)[CH2:24][CH2:23]4)[CH:19]=[CH:18][C:16]=3[N:17]=2)=[C:9]([F:31])[CH:8]=1.Cl. Given the product [F:31][C:9]1[CH:8]=[C:7]([CH:12]=[CH:11][C:10]=1[C:13]1[S:14][C:15]2[CH:21]=[C:20]([C:22]3([C:25]4[CH:30]=[CH:29][CH:28]=[CH:27][N:26]=4)[CH2:24][CH2:23]3)[CH:19]=[CH:18][C:16]=2[N:17]=1)[CH:2]=[O:1], predict the reactants needed to synthesize it.